The task is: Predict the reactants needed to synthesize the given product.. This data is from Full USPTO retrosynthesis dataset with 1.9M reactions from patents (1976-2016). (1) Given the product [CH3:13][O:12][C:9]1[N:10]=[C:11]2[C:6](=[CH:7][CH:8]=1)[N:5]=[CH:4][C:3]([C:14]#[N:15])=[C:2]2[CH3:16], predict the reactants needed to synthesize it. The reactants are: Br[C:2]1[C:11]2[C:6](=[CH:7][CH:8]=[C:9]([O:12][CH3:13])[N:10]=2)[N:5]=[CH:4][C:3]=1[C:14]#[N:15].[CH3:16]B(O)O.C(=O)([O-])[O-].[K+].[K+]. (2) Given the product [ClH:40].[NH2:1][C:2]1[N:28]([CH2:29][C:30]([OH:33])([CH3:32])[CH3:31])[C:6]2[N:7]=[C:8]([NH:11][C:12]3[CH:17]=[CH:16][C:15]([N:18]4[CH2:23][CH2:22][CH:21]([CH2:24][CH3:25])[CH2:20][CH2:19]4)=[CH:14][C:13]=3[O:26][CH3:27])[N:9]=[CH:10][C:5]=2[C:4](=[O:34])[C:3]=1[C:35]([NH2:37])=[O:36], predict the reactants needed to synthesize it. The reactants are: [NH2:1][C:2]1[N:28]([CH2:29][C:30]([OH:33])([CH3:32])[CH3:31])[C:6]2[N:7]=[C:8]([NH:11][C:12]3[CH:17]=[CH:16][C:15]([N:18]4[CH2:23][CH2:22][CH:21]([CH2:24][CH3:25])[CH2:20][CH2:19]4)=[CH:14][C:13]=3[O:26][CH3:27])[N:9]=[CH:10][C:5]=2[C:4](=[O:34])[C:3]=1[C:35]([NH2:37])=[O:36].CC[Cl:40]. (3) Given the product [CH:8]1([N:11]2[CH:15]=[C:14]([C:16]3[CH:17]=[C:18]4[C:23](=[CH:24][CH:25]=3)[N:22]([C:26](=[O:28])[CH3:27])[C@@H:21]([CH3:29])[CH2:20][N:19]4[C:30]3[C:38]4[C:33](=[CH:34][CH:35]=[CH:36][CH:37]=4)[NH:32][N:31]=3)[CH:13]=[N:12]2)[CH2:9][CH2:10]1, predict the reactants needed to synthesize it. The reactants are: FC(F)(F)C(O)=O.[CH:8]1([N:11]2[CH:15]=[C:14]([C:16]3[CH:17]=[C:18]4[C:23](=[CH:24][CH:25]=3)[N:22]([C:26](=[O:28])[CH3:27])[C@@H:21]([CH3:29])[CH2:20][N:19]4[C:30]3[C:38]4[C:33](=[CH:34][CH:35]=[CH:36][CH:37]=4)[N:32](C4CCCCO4)[N:31]=3)[CH:13]=[N:12]2)[CH2:10][CH2:9]1. (4) Given the product [F:1][C:2]1[CH:3]=[CH:4][C:5]([O:19][CH3:20])=[C:6]([C:8]([CH3:18])([CH3:17])[CH2:9][C:10]([OH:11])([C:13]([F:16])([F:15])[F:14])[CH2:12][N:25]2[C:26]3[C:31](=[CH:30][CH:29]=[CH:28][CH:27]=3)[N:22]([CH3:21])[C:23](=[O:32])[CH2:24]2)[CH:7]=1, predict the reactants needed to synthesize it. The reactants are: [F:1][C:2]1[CH:3]=[CH:4][C:5]([O:19][CH3:20])=[C:6]([C:8]([CH3:18])([CH3:17])[CH2:9][C:10]2([C:13]([F:16])([F:15])[F:14])[CH2:12][O:11]2)[CH:7]=1.[CH3:21][N:22]1[C:31]2[C:26](=[CH:27][CH:28]=[CH:29][CH:30]=2)[NH:25][CH2:24][C:23]1=[O:32].N1C2C(=CC=CC=2)NCC1=O.C(=O)(O)[O-].[Na+]. (5) Given the product [NH2:11][C:7]1[CH:6]=[C:5]2[C:10](=[CH:9][CH:8]=1)[N:2]([CH3:1])[C:3](=[O:16])[C:4]12[CH2:14][CH2:15]1, predict the reactants needed to synthesize it. The reactants are: [CH3:1][N:2]1[C:10]2[C:5](=[CH:6][C:7]([N+:11]([O-])=O)=[CH:8][CH:9]=2)[C:4]2([CH2:15][CH2:14]2)[C:3]1=[O:16].O.O.[Sn](Cl)Cl. (6) Given the product [CH2:1]([O:3][C:4]([C:6]1[CH2:11][C@@H:10]([O:12][S:13]([CH3:16])(=[O:14])=[O:15])[C@@H:9]([NH2:17])[C@H:8]([O:26][CH:27]([CH2:28][CH3:29])[CH2:30][CH3:31])[CH:7]=1)=[O:5])[CH3:2], predict the reactants needed to synthesize it. The reactants are: [CH2:1]([O:3][C:4]([C:6]1[CH2:11][C@@H:10]([O:12][S:13]([CH3:16])(=[O:15])=[O:14])[C@@H:9]([NH:17]P(OCC)(OCC)=O)[C@H:8]([O:26][CH:27]([CH2:30][CH3:31])[CH2:28][CH3:29])[CH:7]=1)=[O:5])[CH3:2].S(=O)(=O)(O)O.[OH-].[Na+].[NH4+].[OH-]. (7) Given the product [Cl:11][C:4]1[N:3]=[C:2]([NH:18][CH:15]2[CH2:16][CH2:17][S:12][CH2:13][CH2:14]2)[C:7]([N+:8]([O-:10])=[O:9])=[CH:6][CH:5]=1, predict the reactants needed to synthesize it. The reactants are: Cl[C:2]1[C:7]([N+:8]([O-:10])=[O:9])=[CH:6][CH:5]=[C:4]([Cl:11])[N:3]=1.[S:12]1[CH2:17][CH2:16][CH:15]([NH2:18])[CH2:14][CH2:13]1.CCN(C(C)C)C(C)C.